Dataset: Reaction yield outcomes from USPTO patents with 853,638 reactions. Task: Predict the reaction yield, written as a fraction of the theoretical maximum amount of product (1.0 means a 100% yield; for example, 0.34 means a 34% yield). (1) The reactants are C[O:2][C:3](=[O:31])[CH2:4][N:5]1[CH2:9][CH2:8][CH2:7][C@H:6]1[C:10]1[NH:11][C:12]2[C:17]([CH:18]=1)=[CH:16][C:15]([Cl:19])=[CH:14][C:13]=2[N:20]([CH2:26][CH2:27][CH:28]([CH3:30])[CH3:29])[CH2:21][CH2:22][CH:23]([CH3:25])[CH3:24].C[O-].[Na+]. The catalyst is CO. The product is [CH3:24][CH:23]([CH3:25])[CH2:22][CH2:21][N:20]([CH2:26][CH2:27][CH:28]([CH3:30])[CH3:29])[C:13]1[CH:14]=[C:15]([Cl:19])[CH:16]=[C:17]2[C:12]=1[NH:11][C:10]([C@@H:6]1[CH2:7][CH2:8][CH2:9][N:5]1[CH2:4][C:3]([OH:31])=[O:2])=[CH:18]2. The yield is 0.820. (2) The reactants are [CH3:1][C:2]1[CH:11]=[CH:10][C:9]2[C:4](=[CH:5][CH:6]=[CH:7][C:8]=2[N:12]2[CH2:17][CH2:16][N:15]([CH2:18][CH2:19][C:20]3[CH:21]=[C:22]([CH:24]=[CH:25][CH:26]=3)[NH2:23])[CH2:14][CH2:13]2)[N:3]=1.Cl[C:28]([O:30][CH3:31])=[O:29]. No catalyst specified. The product is [CH3:31][O:30][C:28](=[O:29])[NH:23][C:22]1[CH:24]=[CH:25][CH:26]=[C:20]([CH2:19][CH2:18][N:15]2[CH2:14][CH2:13][N:12]([C:8]3[CH:7]=[CH:6][CH:5]=[C:4]4[C:9]=3[CH:10]=[CH:11][C:2]([CH3:1])=[N:3]4)[CH2:17][CH2:16]2)[CH:21]=1. The yield is 0.410. (3) The reactants are [CH3:1][C:2]1[N:3](C2C=CC=CC=2)[C:4]([C:10]2[CH:15]=[CH:14][CH:13]=[CH:12][CH:11]=2)=[CH:5][C:6]=1[C:7]([OH:9])=O.CC1[N:24]([C:39]2[CH:44]=[CH:43][CH:42]=[CH:41][CH:40]=2)C(C2C=CC=CC=2)=CC=1C(OCC)=O.Cl.C(N=C=NCCCN(C)C)C.N[C:58]1[CH:63]=[CH:62][CH:61]=[CH:60][CH:59]=1. The catalyst is CN(C)C1C=CN=CC=1.C(Cl)Cl.CN(C=O)C. The product is [CH3:1][C:2]1[N:3]([C:58]2[CH:63]=[CH:62][CH:61]=[CH:60][CH:59]=2)[C:4]([C:10]2[CH:15]=[CH:14][CH:13]=[CH:12][CH:11]=2)=[CH:5][C:6]=1[C:7]([NH:24][C:39]1[CH:44]=[CH:43][CH:42]=[CH:41][CH:40]=1)=[O:9]. The yield is 0.520. (4) The reactants are [NH2:1][C:2]1[CH:7]=[CH:6][CH:5]=[CH:4][C:3]=1[NH:8][C:9](=[O:22])[C:10]1[CH:15]=[CH:14][C:13]([CH:16]2[CH2:21][CH2:20][NH:19][CH2:18][CH2:17]2)=[CH:12][CH:11]=1.[C:23](OC(=O)C)(=[O:25])[CH3:24]. The catalyst is CN(C)C(=O)C. The product is [C:23]([N:19]1[CH2:20][CH2:21][CH:16]([C:13]2[CH:14]=[CH:15][C:10]([C:9]([NH:8][C:3]3[CH:4]=[CH:5][CH:6]=[CH:7][C:2]=3[NH2:1])=[O:22])=[CH:11][CH:12]=2)[CH2:17][CH2:18]1)(=[O:25])[CH3:24]. The yield is 0.680. (5) The reactants are Br[C:2]1[CH:3]=[C:4]2[C:9](=[CH:10][CH:11]=1)[N:8]=[C:7]([CH3:12])[C:6]([C:13]([O:15][CH2:16][CH3:17])=[O:14])=[CH:5]2.[Cl:18][C:19]1[CH:24]=[CH:23][CH:22]=[C:21]([Cl:25])[C:20]=1[C:26]1[C:30]([CH2:31][O:32][C:33]2[CH:38]=[CH:37][C:36](B3OC(C)(C)C(C)(C)O3)=[CH:35][CH:34]=2)=[C:29]([CH:48]([CH3:50])[CH3:49])[O:28][N:27]=1.C1(P(C2C=CC=CC=2)C2C=CC=CC=2)C=CC=CC=1.P([O-])([O-])([O-])=O.[K+].[K+].[K+]. The catalyst is C([O-])(=O)C.[Pd+2].C([O-])(=O)C.C(OCC)(=O)C.O.O1CCOCC1. The product is [Cl:25][C:21]1[CH:22]=[CH:23][CH:24]=[C:19]([Cl:18])[C:20]=1[C:26]1[C:30]([CH2:31][O:32][C:33]2[CH:34]=[CH:35][C:36]([C:2]3[CH:3]=[C:4]4[C:9](=[CH:10][CH:11]=3)[N:8]=[C:7]([CH3:12])[C:6]([C:13]([O:15][CH2:16][CH3:17])=[O:14])=[CH:5]4)=[CH:37][CH:38]=2)=[C:29]([CH:48]([CH3:50])[CH3:49])[O:28][N:27]=1. The yield is 0.520. (6) The reactants are Cl[C:2]1[CH:7]=[C:6]([O:8][C:9]2[CH:10]=[CH:11][C:12]([N:16]3[C:20](=[O:21])[NH:19][C:18]([C:22]4[CH:27]=[CH:26][C:25]([F:28])=[CH:24][CH:23]=4)=[N:17]3)=[N:13][C:14]=2[CH3:15])[CH:5]=[CH:4][N:3]=1.[CH:29]1([C:32]([NH2:34])=[O:33])[CH2:31][CH2:30]1.C([O-])([O-])=O.[Cs+].[Cs+].CC(C1C=C(C(C)C)C(C2C=CC=CC=2P(C2CCCCC2)C2CCCCC2)=C(C(C)C)C=1)C. The catalyst is O1CCOCC1.C1C=CC(/C=C/C(/C=C/C2C=CC=CC=2)=O)=CC=1.C1C=CC(/C=C/C(/C=C/C2C=CC=CC=2)=O)=CC=1.C1C=CC(/C=C/C(/C=C/C2C=CC=CC=2)=O)=CC=1.[Pd].[Pd]. The product is [F:28][C:25]1[CH:26]=[CH:27][C:22]([C:18]2[NH:19][C:20](=[O:21])[N:16]([C:12]3[N:13]=[C:14]([CH3:15])[C:9]([O:8][C:6]4[CH:5]=[CH:4][N:3]=[C:2]([NH:34][C:32]([CH:29]5[CH2:31][CH2:30]5)=[O:33])[CH:7]=4)=[CH:10][CH:11]=3)[N:17]=2)=[CH:23][CH:24]=1. The yield is 0.240. (7) The reactants are Cl[C:2]1[N:7]=[C:6]([C:8]2[N:12]3[CH:13]=[CH:14][CH:15]=[CH:16][C:11]3=[N:10][C:9]=2[C:17]2[CH:18]=[C:19]([CH:31]=[CH:32][CH:33]=2)[C:20]([NH:22][C:23]2[C:28]([F:29])=[CH:27][CH:26]=[CH:25][C:24]=2[F:30])=[O:21])[CH:5]=[CH:4][N:3]=1.[CH2:34]([C:36]1[C:37]([N:45]2[CH2:50][CH2:49][CH:48]([N:51]3[CH2:56][CH2:55][N:54]([S:57]([CH3:60])(=[O:59])=[O:58])[CH2:53][CH2:52]3)[CH2:47][CH2:46]2)=[CH:38][C:39]([O:43][CH3:44])=[C:40]([CH:42]=1)[NH2:41])[CH3:35].C1(C)C=CC(S(O)(=O)=O)=CC=1. The catalyst is CC(O)C. The product is [F:30][C:24]1[CH:25]=[CH:26][CH:27]=[C:28]([F:29])[C:23]=1[NH:22][C:20](=[O:21])[C:19]1[CH:31]=[CH:32][CH:33]=[C:17]([C:9]2[N:10]=[C:11]3[CH:16]=[CH:15][CH:14]=[CH:13][N:12]3[C:8]=2[C:6]2[CH:5]=[CH:4][N:3]=[C:2]([NH:41][C:40]3[CH:42]=[C:36]([CH2:34][CH3:35])[C:37]([N:45]4[CH2:46][CH2:47][CH:48]([N:51]5[CH2:52][CH2:53][N:54]([S:57]([CH3:60])(=[O:59])=[O:58])[CH2:55][CH2:56]5)[CH2:49][CH2:50]4)=[CH:38][C:39]=3[O:43][CH3:44])[N:7]=2)[CH:18]=1. The yield is 0.350. (8) The reactants are [Cl-].O[NH3+:3].[C:4](=[O:7])([O-])[OH:5].[Na+].CS(C)=O.[CH3:13][C:14]1([CH3:51])[CH2:18][C:17]2[CH:19]=[C:20]([N:23]3[C:28](=[O:29])[C:27]([CH2:30][C:31]4[CH:36]=[CH:35][C:34]([C:37]5[C:38]([C:43]#[N:44])=[CH:39][CH:40]=[CH:41][CH:42]=5)=[CH:33][CH:32]=4)=[C:26]([CH2:45][CH2:46][CH3:47])[N:25]4[N:48]=[CH:49][N:50]=[C:24]34)[CH:21]=[CH:22][C:16]=2[O:15]1. The catalyst is C(OCC)(=O)C. The product is [CH3:51][C:14]1([CH3:13])[CH2:18][C:17]2[CH:19]=[C:20]([N:23]3[C:28](=[O:29])[C:27]([CH2:30][C:31]4[CH:36]=[CH:35][C:34]([C:37]5[CH:42]=[CH:41][CH:40]=[CH:39][C:38]=5[C:43]5[NH:3][C:4](=[O:7])[O:5][N:44]=5)=[CH:33][CH:32]=4)=[C:26]([CH2:45][CH2:46][CH3:47])[N:25]4[N:48]=[CH:49][N:50]=[C:24]34)[CH:21]=[CH:22][C:16]=2[O:15]1. The yield is 0.460. (9) The reactants are S(=O)(=O)(O)O.[Cl:6][C:7]1[CH:8]=[C:9]([NH:13][C:14](=[O:20])[CH:15]=[CH:16]OCC)[CH:10]=[CH:11][CH:12]=1. No catalyst specified. The product is [Cl:6][C:7]1[CH:8]=[C:9]2[C:10]([CH:16]=[CH:15][C:14](=[O:20])[NH:13]2)=[CH:11][CH:12]=1. The yield is 0.400. (10) The reactants are C([O:3][C:4]([C@@H:6]1[CH2:11][CH2:10][CH2:9][N:8]([C:12]2[CH:17]=[CH:16][C:15]([Cl:18])=[C:14]([C:19]3[NH:23][C:22]4[CH:24]=[CH:25][CH:26]=[CH:27][C:21]=4[N:20]=3)[CH:13]=2)[CH2:7]1)=[O:5])C. The product is [ClH:18].[NH:20]1[C:21]2[CH:27]=[CH:26][CH:25]=[CH:24][C:22]=2[N:23]=[C:19]1[C:14]1[CH:13]=[C:12]([N:8]2[CH2:9][CH2:10][CH2:11][C@@H:6]([C:4]([OH:5])=[O:3])[CH2:7]2)[CH:17]=[CH:16][C:15]=1[Cl:18]. The yield is 0.800. The catalyst is Cl.